Dataset: Forward reaction prediction with 1.9M reactions from USPTO patents (1976-2016). Task: Predict the product of the given reaction. (1) Given the reactants [CH3:1][C:2]1[CH2:7][CH2:6][CH2:5][C:4]([CH3:9])([CH3:8])[C:3]=1[CH2:10][CH2:11][C:12](=O)[CH3:13].[C:15](O)(=O)C.[CH:19]([NH2:21])=[NH:20], predict the reaction product. The product is: [CH3:1][C:2]1[CH2:7][CH2:6][CH2:5][C:4]([CH3:9])([CH3:8])[C:3]=1[CH2:10][CH2:11][C:12]1[CH:13]=[CH:15][N:21]=[CH:19][N:20]=1. (2) Given the reactants [CH:1]([C:4]1[NH:8][N:7]=[C:6]([NH:9][C:10]2[C:11]3[CH2:26][CH2:25][CH2:24][C:12]=3[N:13]=[C:14]([N:16]3[CH2:20][CH2:19][CH2:18][CH:17]3[C:21]([OH:23])=[O:22])[N:15]=2)[CH:5]=1)([CH3:3])[CH3:2].[CH:27]1C=CC2N(O)N=NC=2C=1.O.CN1CCOCC1.CCN=C=NCCCN(C)C.Cl, predict the reaction product. The product is: [CH:1]([C:4]1[NH:8][N:7]=[C:6]([NH:9][C:10]2[C:11]3[CH2:26][CH2:25][CH2:24][C:12]=3[N:13]=[C:14]([N:16]3[CH2:20][CH2:19][CH2:18][CH:17]3[C:21]([O:23][CH3:27])=[O:22])[N:15]=2)[CH:5]=1)([CH3:3])[CH3:2]. (3) Given the reactants [CH3:1][O:2][CH:3]([CH2:7][C:8]1[CH:13]=[CH:12][CH:11]=[C:10]([C:14]#[C:15][CH2:16][CH2:17][CH2:18][O:19][C:20]2[CH:25]=[CH:24][C:23]([O:26][C:27]3[CH:32]=[CH:31][CH:30]=[CH:29][CH:28]=3)=[CH:22][CH:21]=2)[CH:9]=1)[C:4]([OH:6])=[O:5], predict the reaction product. The product is: [CH3:1][O:2][CH:3]([CH2:7][C:8]1[CH:13]=[CH:12][CH:11]=[C:10]([CH2:14][CH2:15][CH2:16][CH2:17][CH2:18][O:19][C:20]2[CH:21]=[CH:22][C:23]([O:26][C:27]3[CH:28]=[CH:29][CH:30]=[CH:31][CH:32]=3)=[CH:24][CH:25]=2)[CH:9]=1)[C:4]([OH:6])=[O:5]. (4) Given the reactants [CH2:1]([Br:8])[C:2]1[CH:7]=[CH:6][CH:5]=[CH:4][CH:3]=1.C(=O)([O-])[O-].[K+].[K+].Cl.[N:16]12[CH2:23][CH2:22][CH:19]([CH2:20][CH2:21]1)[C@@H:18]([NH:24][C:25]([C:27]1[O:28][C:29]3[C:35]([C:36]4[CH:41]=[CH:40][CH:39]=[CH:38][C:37]=4[O:42][CH3:43])=[CH:34][CH:33]=[CH:32][C:30]=3[CH:31]=1)=[O:26])[CH2:17]2, predict the reaction product. The product is: [Br-:8].[CH2:1]([N+:16]12[CH2:21][CH2:20][CH:19]([CH2:22][CH2:23]1)[C@@H:18]([NH:24][C:25]([C:27]1[O:28][C:29]3[C:35]([C:36]4[CH:41]=[CH:40][CH:39]=[CH:38][C:37]=4[O:42][CH3:43])=[CH:34][CH:33]=[CH:32][C:30]=3[CH:31]=1)=[O:26])[CH2:17]2)[C:2]1[CH:7]=[CH:6][CH:5]=[CH:4][CH:3]=1. (5) Given the reactants [O:1]1[CH:6]=[CH:5][CH2:4][CH2:3][CH2:2]1.C1(C)C=CC(S([O-])(=O)=O)=CC=1.[NH+]1C=CC=CC=1.[Br:24][C:25]1[CH:30]=[CH:29][C:28]([F:31])=[CH:27][C:26]=1[OH:32], predict the reaction product. The product is: [Br:24][C:25]1[CH:30]=[CH:29][C:28]([F:31])=[CH:27][C:26]=1[O:32][CH:6]1[CH2:5][CH2:4][CH2:3][CH2:2][O:1]1. (6) Given the reactants [CH:1]1([C:4]2[CH:12]=[C:11]([C:13]([F:16])([F:15])[F:14])[CH:10]=[CH:9][C:5]=2[C:6]([OH:8])=O)[CH2:3][CH2:2]1.C(N(CC)C(C)C)(C)C.F[P-](F)(F)(F)(F)F.N1(OC(N(C)C)=[N+](C)C)C2N=CC=CC=2N=N1.Cl.Cl.[N:52]1([CH:57]2[CH2:62][CH2:61][O:60][CH2:59][CH:58]2[NH2:63])[CH2:56][CH2:55][CH2:54][CH2:53]1, predict the reaction product. The product is: [CH:1]1([C:4]2[CH:12]=[C:11]([C:13]([F:16])([F:15])[F:14])[CH:10]=[CH:9][C:5]=2[C:6]([NH:63][CH:58]2[CH:57]([N:52]3[CH2:53][CH2:54][CH2:55][CH2:56]3)[CH2:62][CH2:61][O:60][CH2:59]2)=[O:8])[CH2:2][CH2:3]1.